This data is from Full USPTO retrosynthesis dataset with 1.9M reactions from patents (1976-2016). The task is: Predict the reactants needed to synthesize the given product. (1) Given the product [C:1]([O:5][C:6](=[O:25])[NH:7][CH:8]([CH2:18][C:19]1[CH:24]=[CH:23][CH:22]=[CH:21][CH:20]=1)[CH2:9][NH:10][C:11]1[CH:16]=[N:15][CH:14]=[C:13]([C:40]2[CH:39]=[C:38]3[C:43](=[CH:42][CH:41]=2)[N:35]([CH2:34][O:33][CH2:26][C:27]2[CH:32]=[CH:31][CH:30]=[CH:29][CH:28]=2)[N:36]=[C:37]3[CH3:47])[N:12]=1)([CH3:4])([CH3:3])[CH3:2], predict the reactants needed to synthesize it. The reactants are: [C:1]([O:5][C:6](=[O:25])[NH:7][C@@H:8]([CH2:18][C:19]1[CH:24]=[CH:23][CH:22]=[CH:21][CH:20]=1)[CH2:9][NH:10][C:11]1[CH:16]=[N:15][CH:14]=[C:13](Cl)[N:12]=1)([CH3:4])([CH3:3])[CH3:2].[CH2:26]([O:33][CH2:34][N:35]1[C:43]2[C:38](=[CH:39][C:40](B(O)O)=[CH:41][CH:42]=2)[C:37]([CH3:47])=[N:36]1)[C:27]1[CH:32]=[CH:31][CH:30]=[CH:29][CH:28]=1.C(=O)([O-])[O-].[K+].[K+]. (2) The reactants are: [CH3:1][C:2]1[N:7]2[N:8]=[C:9](/[CH:11]=[CH:12]/[C:13]3[N:17]([CH3:18])[N:16]=[C:15]([N:19]4[CH2:23][CH2:22][CH2:21][CH:20]4[CH3:24])[N:14]=3)[N:10]=[C:6]2[C:5]([CH3:25])=[N:4][CH:3]=1. Given the product [CH3:1][C:2]1[N:7]2[N:8]=[C:9]([CH2:11][CH2:12][C:13]3[N:17]([CH3:18])[N:16]=[C:15]([N:19]4[CH2:23][CH2:22][CH2:21][CH:20]4[CH3:24])[N:14]=3)[N:10]=[C:6]2[C:5]([CH3:25])=[N:4][CH:3]=1, predict the reactants needed to synthesize it. (3) Given the product [Cl:17][C:8]1[NH:7][C:6]2[CH:11]=[CH:12][C:3]([C:2]([F:14])([F:13])[F:1])=[CH:4][C:5]=2[N:9]=1, predict the reactants needed to synthesize it. The reactants are: [F:1][C:2]([F:14])([F:13])[C:3]1[CH:12]=[CH:11][C:6]2[NH:7][C:8](=O)[NH:9][C:5]=2[CH:4]=1.P(Cl)(Cl)([Cl:17])=O.